This data is from Catalyst prediction with 721,799 reactions and 888 catalyst types from USPTO. The task is: Predict which catalyst facilitates the given reaction. The catalyst class is: 85. Reactant: [C:1](Cl)(=O)C(Cl)=O.[CH3:7][O:8][C:9]1[CH:14]=[C:13]([C:15]([OH:17])=O)[CH:12]=[CH:11][N:10]=1.C[Si](C=[N+]=[N-])(C)C.[BrH:25]. Product: [Br:25][CH2:1][C:15]([C:13]1[CH:12]=[CH:11][N:10]=[C:9]([O:8][CH3:7])[CH:14]=1)=[O:17].